This data is from Forward reaction prediction with 1.9M reactions from USPTO patents (1976-2016). The task is: Predict the product of the given reaction. (1) Given the reactants [OH:1][C:2]1[C:11]2[N:10]=[C:9]([NH:12][C:13](=[O:20])[C:14]3[CH:19]=[CH:18][CH:17]=[N:16][CH:15]=3)[N:8]3[CH2:21][CH2:22][N:23]=[C:7]3[C:6]=2[CH:5]=[CH:4][CH:3]=1.Cl[CH2:25][C:26]1[CH:31]=[CH:30][C:29]([S:32]([CH3:35])(=[O:34])=[O:33])=[CH:28][CH:27]=1, predict the reaction product. The product is: [CH3:35][S:32]([C:29]1[CH:30]=[CH:31][C:26]([CH2:25][O:1][C:2]2[C:11]3[N:10]=[C:9]([NH:12][C:13](=[O:20])[C:14]4[CH:19]=[CH:18][CH:17]=[N:16][CH:15]=4)[N:8]4[CH2:21][CH2:22][N:23]=[C:7]4[C:6]=3[CH:5]=[CH:4][CH:3]=2)=[CH:27][CH:28]=1)(=[O:33])=[O:34]. (2) Given the reactants [CH3:1][O:2][C:3]1[CH:8]=[C:7]([N:9]2[CH2:14][CH2:13][N:12]([CH3:15])[CH2:11][CH2:10]2)[CH:6]=[CH:5][C:4]=1[C:16]1[CH:20]=[N:19][NH:18][C:17]=1[NH2:21].[Cl:22][C:23]1[CH:24]=[C:25]([CH:29]([C:32](=O)[CH3:33])[C:30]#[N:31])[CH:26]=[CH:27][CH:28]=1, predict the reaction product. The product is: [Cl:22][C:23]1[CH:24]=[C:25]([C:29]2[C:32]([CH3:33])=[N:21][C:17]3[N:18]([N:19]=[CH:20][C:16]=3[C:4]3[CH:5]=[CH:6][C:7]([N:9]4[CH2:14][CH2:13][N:12]([CH3:15])[CH2:11][CH2:10]4)=[CH:8][C:3]=3[O:2][CH3:1])[C:30]=2[NH2:31])[CH:26]=[CH:27][CH:28]=1. (3) The product is: [Br:1][C:2]1[CH:7]=[C:6]2[C:5]([C:23](=[O:26])[N:24]([CH3:25])[C:9]([CH:11]3[CH2:15][CH2:14][CH2:13][NH:12]3)=[N:8]2)=[CH:4][CH:3]=1. Given the reactants [Br:1][C:2]1[CH:3]=[CH:4][C:5]([C:23](=[O:26])[NH:24][CH3:25])=[C:6]([NH:8][C:9]([CH:11]2[CH2:15][CH2:14][CH2:13][N:12]2C(OC(C)(C)C)=O)=O)[CH:7]=1.C[Si](C)(C)N[Si](C)(C)C.II.[O-]S([O-])(=S)=O.[Na+].[Na+], predict the reaction product. (4) Given the reactants II.ClC1C=CC(/C=[CH:11]/[C:12]2[N:13]=[C:14]3[S:22][CH:21]=[CH:20][N:15]3[C:16](=[O:19])[C:17]=2[I:18])=CC=1, predict the reaction product. The product is: [I:18][C:17]1[C:16](=[O:19])[N:15]2[CH:20]=[CH:21][S:22][C:14]2=[N:13][C:12]=1[CH3:11].